This data is from Catalyst prediction with 721,799 reactions and 888 catalyst types from USPTO. The task is: Predict which catalyst facilitates the given reaction. (1) Reactant: [OH-].[Na+].[OH:3][C:4]1[CH:9]=[CH:8][CH:7]=[CH:6][C:5]=1[CH2:10][CH2:11][C:12]([N:14]1[CH2:19][CH2:18][N:17]([CH3:20])[CH2:16][CH2:15]1)=[O:13].Br[CH2:22][CH2:23][CH2:24][CH2:25][CH2:26][CH2:27][CH2:28][CH2:29][CH2:30][CH2:31][CH2:32][CH2:33][CH2:34][CH2:35][CH2:36][CH2:37][CH2:38][CH3:39].Cl. Product: [CH3:20][N:17]1[CH2:18][CH2:19][N:14]([C:12](=[O:13])[CH2:11][CH2:10][C:5]2[CH:6]=[CH:7][CH:8]=[CH:9][C:4]=2[O:3][CH2:39][CH2:38][CH2:37][CH2:36][CH2:35][CH2:34][CH2:33][CH2:32][CH2:31][CH2:30][CH2:29][CH2:28][CH2:27][CH2:26][CH2:25][CH2:24][CH2:23][CH3:22])[CH2:15][CH2:16]1. The catalyst class is: 58. (2) Reactant: C([O:3][C:4](=[O:32])[CH2:5][N:6]1[N:10]=[N:9][C:8]([C:11]2[CH:12]=[N:13][C:14]([C:17]3[N:18]=[N:19][N:20]([CH2:22][C:23]4[CH:28]=[C:27]([Cl:29])[C:26]([Cl:30])=[C:25]([Cl:31])[CH:24]=4)[CH:21]=3)=[N:15][CH:16]=2)=[N:7]1)C.[OH-].[Na+]. Product: [Cl:29][C:27]1[CH:28]=[C:23]([CH:24]=[C:25]([Cl:31])[C:26]=1[Cl:30])[CH2:22][N:20]1[CH:21]=[C:17]([C:14]2[N:13]=[CH:12][C:11]([C:8]3[N:9]=[N:10][N:6]([CH2:5][C:4]([OH:32])=[O:3])[N:7]=3)=[CH:16][N:15]=2)[N:18]=[N:19]1. The catalyst class is: 1. (3) Reactant: COP([CH:7]1[C:15]2[C:10](=[CH:11][CH:12]=[C:13]([Br:16])[CH:14]=2)[C:9](=[O:17])[O:8]1)(=O)OC.[CH:18](=O)[C:19]1[CH:24]=[CH:23][CH:22]=[CH:21][CH:20]=1.C(N(CC)CC)C.O. Product: [CH:18](=[C:7]1[C:15]2[C:10](=[CH:11][CH:12]=[C:13]([Br:16])[CH:14]=2)[C:9](=[O:17])[O:8]1)[C:19]1[CH:24]=[CH:23][CH:22]=[CH:21][CH:20]=1. The catalyst class is: 7.